The task is: Predict which catalyst facilitates the given reaction.. This data is from Catalyst prediction with 721,799 reactions and 888 catalyst types from USPTO. (1) Reactant: [Cl:1][C:2]1[C:7](I)=[CH:6][N:5]=[C:4]([S:9][CH3:10])[N:3]=1.C([Mg]Br)(C)C.[CH:16]([C:19]1[CH:26]=[C:25]([O:27][CH3:28])[C:24]([O:29][CH3:30])=[CH:23][C:20]=1[CH:21]=[O:22])([CH3:18])[CH3:17]. Product: [Cl:1][C:2]1[C:7]([CH:21]([C:20]2[CH:23]=[C:24]([O:29][CH3:30])[C:25]([O:27][CH3:28])=[CH:26][C:19]=2[CH:16]([CH3:18])[CH3:17])[OH:22])=[CH:6][N:5]=[C:4]([S:9][CH3:10])[N:3]=1. The catalyst class is: 1. (2) Reactant: [C:1]([NH:4][C@H:5]([C:14]([OH:16])=[O:15])[CH2:6][C:7]1[CH:12]=[CH:11][C:10]([OH:13])=[CH:9][CH:8]=1)(=[O:3])[CH3:2].[OH-].[Na+].Cl[C:20]([O:22][CH2:23][C:24]1[CH:29]=[CH:28][CH:27]=[CH:26][CH:25]=1)=[O:21].C([O-])([O-])=O.[K+].[K+].Cl. Product: [NH:4]([C:1]([CH3:2])=[O:3])[C@H:5]([C:14]([OH:16])=[O:15])[CH2:6][C:7]1[CH:12]=[CH:11][C:10]([O:13][C:20]([O:22][CH2:23][C:24]2[CH:29]=[CH:28][CH:27]=[CH:26][CH:25]=2)=[O:21])=[CH:9][CH:8]=1. The catalyst class is: 90.